This data is from Reaction yield outcomes from USPTO patents with 853,638 reactions. The task is: Predict the reaction yield, written as a fraction of the theoretical maximum amount of product (1.0 means a 100% yield; for example, 0.34 means a 34% yield). (1) The reactants are [C:1]([O:8][CH2:9][CH3:10])(=[O:7])[C:2]([O:4]CC)=O.CC(C)([O-])C.[K+:16].[C:17](#[N:19])[CH3:18]. No catalyst specified. The product is [C:17](/[CH:18]=[C:2](\[O-:4])/[C:1]([O:8][CH2:9][CH3:10])=[O:7])#[N:19].[K+:16]. The yield is 0.730. (2) The reactants are [CH3:1][O:2][C:3]1[CH:4]=[C:5](/[CH:15]=[CH:16]/[C:17]([N:19]2[CH2:23][CH:22]([C:24]3[CH:29]=[CH:28][CH:27]=[CH:26][CH:25]=3)[CH:21]([CH:30]=O)[CH2:20]2)=[O:18])[CH:6]=[CH:7][C:8]=1[N:9]1[CH:13]=[C:12]([CH3:14])[N:11]=[CH:10]1.Cl.[NH2:33][OH:34].C([O-])(=O)C.[Na+].O.C(=O)(O)[O-].[Na+]. The catalyst is C(OCC)(=O)C.C(O)C. The product is [CH3:1][O:2][C:3]1[CH:4]=[C:5]([CH:15]=[CH:16][C:17]([N:19]2[CH2:23][CH:22]([C:24]3[CH:25]=[CH:26][CH:27]=[CH:28][CH:29]=3)[CH:21](/[CH:30]=[N:33]/[OH:34])[CH2:20]2)=[O:18])[CH:6]=[CH:7][C:8]=1[N:9]1[CH:13]=[C:12]([CH3:14])[N:11]=[CH:10]1. The yield is 0.460. (3) The catalyst is [Cu].[Cu]Cl.C(OCC)(=O)C.O.C1(C)C(C)=CC=CC=1. The reactants are COCCOCC[N:8](CCOCCOC)CCOCCOC.Cl[C:24]1[N:32]=[C:31]([Cl:33])[CH:30]=[CH:29][C:25]=1[C:26]([OH:28])=[O:27].C(N)(=O)C.C(=O)([O-])[O-].[K+].[K+].[Cl-].Cl.C(O)(=O)CC(CC(O)=O)(C(O)=O)O. The yield is 0.0450. The product is [NH2:8][C:24]1[N:32]=[C:31]([Cl:33])[CH:30]=[CH:29][C:25]=1[C:26]([OH:28])=[O:27]. (4) The reactants are [CH2:1]1[C:9]2[C:4](=[CH:5][C:6]([C:10]3([C:13]([NH:15][C:16]4[N:21]=[C:20]([C:22]5[CH:23]=[N:24][C:25]([O:28]C)=[CH:26][CH:27]=5)[C:19]([CH3:30])=[CH:18][CH:17]=4)=[O:14])[CH2:12][CH2:11]3)=[CH:7][CH:8]=2)[CH2:3][CH2:2]1.[Si](I)(C)(C)C.CO.C(OCC)(=O)C. The catalyst is CC#N. The product is [CH2:1]1[C:9]2[C:4](=[CH:5][C:6]([C:10]3([C:13]([NH:15][C:16]4[CH:17]=[CH:18][C:19]([CH3:30])=[C:20]([C:22]5[CH:27]=[CH:26][C:25](=[O:28])[NH:24][CH:23]=5)[N:21]=4)=[O:14])[CH2:12][CH2:11]3)=[CH:7][CH:8]=2)[CH2:3][CH2:2]1. The yield is 0.785. (5) The reactants are C1C2C(CO[C:16]([N:18]([CH2:34][C:35]3[N:39]([CH3:40])[C:38]4[CH:41]=[CH:42][CH:43]=[CH:44][C:37]=4[N:36]=3)[CH2:19][CH2:20][NH:21][C@@H:22]([C:30]([CH3:33])([CH3:32])[CH3:31])[C:23]([O:25][C:26]([CH3:29])([CH3:28])[CH3:27])=[O:24])=[O:17])C3C(=CC=CC=3)C=2C=CC=1.C(NCC)C.C(=O)(OC1C=CC([N+]([O-])=O)=CC=1)OC1C=CC([N+]([O-])=O)=CC=1. The catalyst is CN(C)C=O.ClCCCl. The yield is 0.640. The product is [CH3:31][C:30]([CH3:32])([CH3:33])[C@H:22]([N:21]1[CH2:20][CH2:19][N:18]([CH2:34][C:35]2[N:39]([CH3:40])[C:38]3[CH:41]=[CH:42][CH:43]=[CH:44][C:37]=3[N:36]=2)[C:16]1=[O:17])[C:23]([O:25][C:26]([CH3:28])([CH3:27])[CH3:29])=[O:24]. (6) The reactants are [Cl:1][C:2]1[CH:3]=[C:4]([CH:12]([CH2:24][CH:25]2[CH2:29][CH2:28][CH2:27][CH2:26]2)[C:13]([NH:15][C:16]2[CH:21]=[N:20][C:19]([CH:22]=[O:23])=[CH:18][N:17]=2)=[O:14])[CH:5]=[CH:6][C:7]=1[S:8]([CH3:11])(=[O:10])=[O:9].[CH3:30][Mg]Cl. The catalyst is C(OCC)C. The product is [Cl:1][C:2]1[CH:3]=[C:4]([CH:12]([CH2:24][CH:25]2[CH2:26][CH2:27][CH2:28][CH2:29]2)[C:13]([NH:15][C:16]2[CH:21]=[N:20][C:19]([CH:22]([OH:23])[CH3:30])=[CH:18][N:17]=2)=[O:14])[CH:5]=[CH:6][C:7]=1[S:8]([CH3:11])(=[O:9])=[O:10]. The yield is 0.620.